Dataset: Full USPTO retrosynthesis dataset with 1.9M reactions from patents (1976-2016). Task: Predict the reactants needed to synthesize the given product. (1) Given the product [Br:19][C:16]1[CH:17]=[CH:18][C:12]2[O:11][CH2:10][CH2:9][N:8]([C:35]([O:37][C:38]([CH3:39])([CH3:40])[CH3:41])=[O:36])[CH2:14][C:13]=2[CH:15]=1, predict the reactants needed to synthesize it. The reactants are: C([N:8]1[CH2:14][C:13]2[CH:15]=[C:16]([Br:19])[CH:17]=[CH:18][C:12]=2[O:11][CH2:10][CH2:9]1)C1C=CC=CC=1.ClC(OC(Cl)C)=O.[C:35](O[C:35]([O:37][C:38]([CH3:41])([CH3:40])[CH3:39])=[O:36])([O:37][C:38]([CH3:41])([CH3:40])[CH3:39])=[O:36].O. (2) Given the product [C:1]([C:3]1[CH:8]=[CH:7][N:6]2[C:9]([C:12]([OH:14])=[O:13])=[CH:10][N:11]=[C:5]2[CH:4]=1)#[N:2], predict the reactants needed to synthesize it. The reactants are: [C:1]([C:3]1[CH:8]=[CH:7][N:6]2[C:9]([C:12]([O:14]CC)=[O:13])=[CH:10][N:11]=[C:5]2[CH:4]=1)#[N:2].[Li+].[OH-].